This data is from Forward reaction prediction with 1.9M reactions from USPTO patents (1976-2016). The task is: Predict the product of the given reaction. (1) Given the reactants N[C:2]1[N:3]=[C:4]([OH:32])[C:5]2[N:10](S(C3C=CC(C)=CC=3)(=O)=O)[CH:9]=[C:8](CC3C(C)=C(OC)C(C)=CN=3)[C:6]=2[N:7]=1.[OH-].[K+].CO.Cl, predict the reaction product. The product is: [N:7]1[C:6]2[CH:8]=[CH:9][NH:10][C:5]=2[C:4]([OH:32])=[N:3][CH:2]=1. (2) Given the reactants [CH2:1]([N:5]1[C:9](=[O:10])[NH:8][NH:7][C:6]1=[O:11])[CH2:2][CH2:3][CH3:4], predict the reaction product. The product is: [CH2:1]([N:5]1[C:9](=[O:10])[N:8]=[N:7][C:6]1=[O:11])[CH2:2][CH2:3][CH3:4]. (3) The product is: [CH2:1]([O:8][C:9]([NH:11][C@H:12]1[CH2:16][CH2:15][N:14]([C@H:17]2[CH2:22][CH2:21][C@@H:20]([NH:23][OH:46])[CH2:19][C@H:18]2[NH:27][C:28](=[O:36])[O:29][CH2:30][CH2:31][Si:32]([CH3:35])([CH3:34])[CH3:33])[C:13]1=[O:37])=[O:10])[C:2]1[CH:7]=[CH:6][CH:5]=[CH:4][CH:3]=1. Given the reactants [CH2:1]([O:8][C:9]([NH:11][C@H:12]1[CH2:16][CH2:15][N:14]([C@H:17]2[CH2:22][CH2:21][C@@H:20]([NH:23]CC#N)[CH2:19][C@H:18]2[NH:27][C:28](=[O:36])[O:29][CH2:30][CH2:31][Si:32]([CH3:35])([CH3:34])[CH3:33])[C:13]1=[O:37])=[O:10])[C:2]1[CH:7]=[CH:6][CH:5]=[CH:4][CH:3]=1.C1C=C(Cl)C=C(C(OO)=[O:46])C=1.[O-]S([O-])(=S)=O.[Na+].[Na+].C([O-])(O)=O.[Na+].NO.Cl, predict the reaction product. (4) Given the reactants [CH2:1]([O:8][CH2:9][CH2:10][NH:11][C:12]1[S:13][C@H:14]2[O:20][C@H:19]([CH2:21][OH:22])[C@@H:18]([OH:23])[C@H:17]([OH:24])[C@H:15]2[N:16]=1)[C:2]1[CH:7]=[CH:6][CH:5]=[CH:4][CH:3]=1.[CH3:25][C:26]([O:29][C:30](O[C:30]([O:29][C:26]([CH3:28])([CH3:27])[CH3:25])=[O:31])=[O:31])([CH3:28])[CH3:27].C(N(CC)CC)C, predict the reaction product. The product is: [CH2:1]([O:8][CH2:9][CH2:10][N:11]([C:12]1[S:13][C@H:14]2[O:20][C@H:19]([CH2:21][OH:22])[C@@H:18]([OH:23])[C@H:17]([OH:24])[C@H:15]2[N:16]=1)[C:30](=[O:31])[O:29][C:26]([CH3:28])([CH3:27])[CH3:25])[C:2]1[CH:7]=[CH:6][CH:5]=[CH:4][CH:3]=1.